From a dataset of Full USPTO retrosynthesis dataset with 1.9M reactions from patents (1976-2016). Predict the reactants needed to synthesize the given product. (1) The reactants are: Br[C:2]1[CH:3]=[C:4]([N:8]2[CH2:16][CH:15]3[CH2:17][N:11]4[CH2:12][CH:13]([CH2:18][CH:9]2[CH2:10]4)[CH2:14]3)[CH:5]=[N:6][CH:7]=1.[CH3:19][O:20][C:21]1[C:26](B(O)O)=[CH:25][CH:24]=[CH:23][N:22]=1. Given the product [CH3:19][O:20][C:21]1[C:26]([C:2]2[CH:7]=[N:6][CH:5]=[C:4]([N:8]3[CH2:16][CH:15]4[CH2:17][N:11]5[CH2:12][CH:13]([CH2:18][CH:9]3[CH2:10]5)[CH2:14]4)[CH:3]=2)=[CH:25][CH:24]=[CH:23][N:22]=1, predict the reactants needed to synthesize it. (2) Given the product [CH3:20][O:19][C:15]1[CH:14]=[C:13]([C:2](=[O:1])[C:3]([C:5]2[CH:10]=[CH:9][CH:8]=[C:7]([O:11][CH3:12])[CH:6]=2)=[O:4])[CH:18]=[CH:17][CH:16]=1, predict the reactants needed to synthesize it. The reactants are: [OH:1][CH:2]([C:13]1[CH:18]=[CH:17][CH:16]=[C:15]([O:19][CH3:20])[CH:14]=1)[C:3]([C:5]1[CH:10]=[CH:9][CH:8]=[C:7]([O:11][CH3:12])[CH:6]=1)=[O:4]. (3) Given the product [CH2:11]([C:10]1[CH:9]=[CH:8][C:7]([CH:1]2[CH2:2][CH2:3][CH2:4][CH2:5][CH2:6]2)=[CH:28][CH:27]=1)[CH2:31][CH:30]=[CH2:29], predict the reactants needed to synthesize it. The reactants are: [CH:1]1([C:7]2[CH:28]=[CH:27][C:10]([CH2:11]OP(C3C=CC=CC=3)(C3C=CC=CC=3)=O)=[CH:9][CH:8]=2)[CH2:6][CH2:5][CH2:4][CH2:3][CH2:2]1.[CH2:29]([Si](C)(C)C)[CH:30]=[CH2:31].C[Si](OS(C(F)(F)F)(=O)=O)(C)C.C(=O)(O)[O-]. (4) Given the product [F:2][C:3]([F:8])([F:7])[C@@H:4]([NH:6][CH2:16][C:17]1[CH:22]=[CH:21][C:20]([F:23])=[CH:19][CH:18]=1)[CH3:5], predict the reactants needed to synthesize it. The reactants are: Cl.[F:2][C:3]([F:8])([F:7])[C@@H:4]([NH2:6])[CH3:5].C(=O)([O-])[O-].[K+].[K+].Br[CH2:16][C:17]1[CH:22]=[CH:21][C:20]([F:23])=[CH:19][CH:18]=1. (5) Given the product [NH2:10][C:8]1[CH:7]=[CH:6][C:5]([N:13]2[CH2:18][CH2:17][CH2:16][CH2:15][C:14]2=[O:19])=[C:4]([O:3][CH2:1][CH3:2])[CH:9]=1, predict the reactants needed to synthesize it. The reactants are: [CH2:1]([O:3][C:4]1[CH:9]=[C:8]([N+:10]([O-])=O)[CH:7]=[CH:6][C:5]=1[N:13]1[CH2:18][CH2:17][CH2:16][CH2:15][C:14]1=[O:19])[CH3:2].[H][H]. (6) Given the product [OH:11][N:10]=[C:4]([NH2:5])[C:3]1[CH:6]=[CH:7][CH:8]=[CH:9][C:2]=1[CH3:1], predict the reactants needed to synthesize it. The reactants are: [CH3:1][C:2]1[CH:9]=[CH:8][CH:7]=[CH:6][C:3]=1[C:4]#[N:5].[NH2:10][OH:11].O.C(Cl)Cl.CO. (7) The reactants are: [H-].[Na+].[CH3:3][C:4]1[CH:9]=[C:8]([CH3:10])[N:7]=[C:6]([N:11]2[CH2:16][CH2:15][N:14]([C:17]3[CH:22]=[CH:21][C:20]([NH:23][C:24](=[O:42])[C:25](=[O:41])[C:26]4[N:34]5[C:29]([CH2:30][CH2:31][CH2:32][CH2:33]5)=[CH:28][C:27]=4[C:35]4[CH:40]=[CH:39][CH:38]=[CH:37][CH:36]=4)=[CH:19][CH:18]=3)[CH2:13][CH2:12]2)[CH:5]=1.[CH3:43]I. Given the product [CH3:3][C:4]1[CH:9]=[C:8]([CH3:10])[N:7]=[C:6]([N:11]2[CH2:12][CH2:13][N:14]([C:17]3[CH:18]=[CH:19][C:20]([N:23]([CH3:43])[C:24](=[O:42])[C:25](=[O:41])[C:26]4[N:34]5[C:29]([CH2:30][CH2:31][CH2:32][CH2:33]5)=[CH:28][C:27]=4[C:35]4[CH:40]=[CH:39][CH:38]=[CH:37][CH:36]=4)=[CH:21][CH:22]=3)[CH2:15][CH2:16]2)[CH:5]=1, predict the reactants needed to synthesize it. (8) Given the product [CH2:1]([C:3]1[CH:8]=[C:7]([C:9]2[S:10][C:11]([C:14]([O:16][CH3:17])=[O:15])=[CH:12][CH:13]=2)[CH:6]=[CH:5][N:4]=1)[CH3:2], predict the reactants needed to synthesize it. The reactants are: [CH2:1]([C:3]1[CH:8]=[C:7]([C:9]2[S:10][C:11]([C:14]([O:16][CH3:17])=[O:15])=[CH:12][CH:13]=2)[CH:6]=[CH:5][N+:4]=1[O-])[CH3:2]. (9) The reactants are: CB1OB(C)OB(C)O1.[C:10](=O)([O-])[O-].[K+].[K+].Br[C:17]1[C:25]2[C:20](=[CH:21][C:22]([C:26]([O:28][CH3:29])=[O:27])=[CH:23][CH:24]=2)[N:19]([CH2:30][CH2:31][CH2:32][O:33][CH3:34])[N:18]=1.O. Given the product [CH3:34][O:33][CH2:32][CH2:31][CH2:30][N:19]1[C:20]2[C:25](=[CH:24][CH:23]=[C:22]([C:26]([O:28][CH3:29])=[O:27])[CH:21]=2)[C:17]([CH3:10])=[N:18]1, predict the reactants needed to synthesize it. (10) Given the product [Cl:36][C:23]1[CH:24]=[C:25]([Cl:26])[CH:2]=[CH:3][C:4]=1[O:5][CH:6]1[CH2:11][CH2:10][N:9]([S:12]([C:15]2[C:16]([CH3:22])=[N:17][N:18]([CH3:21])[CH:19]=2)(=[O:13])=[O:14])[CH2:8][CH2:7]1, predict the reactants needed to synthesize it. The reactants are: Cl[C:2]1[CH:3]=[C:4]([CH:23]=[CH:24][C:25]=1[Cl:26])[O:5][CH:6]1[CH2:11][CH2:10][N:9]([S:12]([C:15]2[C:16]([CH3:22])=[N:17][N:18]([CH3:21])[C:19]=2C)(=[O:14])=[O:13])[CH2:8][CH2:7]1.CN1C=C(S([Cl:36])(=O)=O)C(C)=N1.Cl.ClC1C=C(Cl)C=CC=1OC1CCNCC1.